This data is from Forward reaction prediction with 1.9M reactions from USPTO patents (1976-2016). The task is: Predict the product of the given reaction. (1) Given the reactants [CH:1]12[CH2:10][CH:5]3[CH2:6][CH:7]([CH2:9][CH:3]([CH2:4]3)[CH:2]1[NH:11][C:12](=[O:23])OC1C=CC([N+]([O-])=O)=CC=1)[CH2:8]2.[NH:24]1[CH2:27][CH:26]([NH:28][C:29](=[O:35])[O:30][C:31]([CH3:34])([CH3:33])[CH3:32])[CH2:25]1.CCN(C(C)C)C(C)C.Cl, predict the reaction product. The product is: [CH:3]12[CH2:4][CH:5]3[CH2:6][CH:7]([CH2:8][CH:1]([CH2:10]3)[CH:2]1[NH:11][C:12]([N:24]1[CH2:27][CH:26]([NH:28][C:29](=[O:35])[O:30][C:31]([CH3:33])([CH3:32])[CH3:34])[CH2:25]1)=[O:23])[CH2:9]2. (2) The product is: [F:1][C:2]1[CH:7]=[CH:6][C:5]([CH:8]2[C:16]3[C:11](=[CH:12][C:13]([C:17]#[N:24])=[CH:14][CH:15]=3)[CH2:10][O:9]2)=[CH:4][CH:3]=1. Given the reactants [F:1][C:2]1[CH:7]=[CH:6][C:5]([CH:8]2[C:16]3[C:11](=[CH:12][C:13]([CH:17]=O)=[CH:14][CH:15]=3)[CH2:10][O:9]2)=[CH:4][CH:3]=1.Cl.NO.C([N:24](CC)CC)C, predict the reaction product. (3) Given the reactants [CH3:1][C:2]1[S:3][C:4]([CH3:8])=[C:5]([CH3:7])[N:6]=1.[Br:9][CH2:10][C:11](=[O:16])[C:12]([CH3:15])([CH3:14])[CH3:13], predict the reaction product. The product is: [Br-:9].[CH3:13][C:12]([CH3:15])([CH3:14])[C:11](=[O:16])[CH2:10][N+:6]1[C:5]([CH3:7])=[C:4]([CH3:8])[S:3][C:2]=1[CH3:1]. (4) The product is: [CH:28]1([CH2:34][CH2:35][CH2:36][CH2:37][O:38][C:39](=[O:40])[NH:17][C@H:16]2[C:15](=[O:18])[NH:14][C@@H:13]2[CH3:12])[CH2:33][CH2:32][CH2:31][CH2:30][CH2:29]1. Given the reactants C1(C)C=CC(S([O-])(=O)=O)=CC=1.[CH3:12][C@@H:13]1[C@@H:16]([NH3+:17])[C:15](=[O:18])[NH:14]1.CCN(C(C)C)C(C)C.[CH:28]1([CH2:34][CH2:35][CH2:36][CH2:37][O:38][C:39](N2C=CC=CC2=O)=[O:40])[CH2:33][CH2:32][CH2:31][CH2:30][CH2:29]1, predict the reaction product. (5) Given the reactants [CH3:1][C:2]1[N:6]([CH2:7][CH2:8][N:9]2[CH:13]=[C:12]([N+:14]([O-])=O)[CH:11]=[N:10]2)[C:5]2[CH:17]=[CH:18][CH:19]=[CH:20][C:4]=2[N:3]=1, predict the reaction product. The product is: [CH3:1][C:2]1[N:6]([CH2:7][CH2:8][N:9]2[CH:13]=[C:12]([NH2:14])[CH:11]=[N:10]2)[C:5]2[CH:17]=[CH:18][CH:19]=[CH:20][C:4]=2[N:3]=1. (6) The product is: [Cl:8][C:9]1[CH:10]=[CH:11][C:12]([CH2:15][CH2:16][N:17]2[C:21]3[N:22]=[C:23]([C:26]#[N:27])[N:24]=[CH:25][C:20]=3[CH:19]=[C:18]2[CH2:28][N:29]2[CH2:30][CH2:31][N:32]([C:42](=[O:43])[CH2:41][C:35]3[CH:40]=[CH:39][CH:38]=[CH:37][CH:36]=3)[CH2:33][CH2:34]2)=[CH:13][CH:14]=1. Given the reactants FC(F)(F)C(O)=O.[Cl:8][C:9]1[CH:14]=[CH:13][C:12]([CH2:15][CH2:16][N:17]2[C:21]3[N:22]=[C:23]([C:26]#[N:27])[N:24]=[CH:25][C:20]=3[CH:19]=[C:18]2[CH2:28][N:29]2[CH2:34][CH2:33][NH:32][CH2:31][CH2:30]2)=[CH:11][CH:10]=1.[C:35]1([CH2:41][C:42](Cl)=[O:43])[CH:40]=[CH:39][CH:38]=[CH:37][CH:36]=1, predict the reaction product. (7) Given the reactants [OH:1][C:2]1[CH:9]=[CH:8][CH:7]=[CH:6][C:3]=1[C:4]#[N:5].[OH-].[K+].Cl[C:13]1[N:18]=[CH:17][N:16]=[C:15]([O:19][C:20]2[CH:25]=[CH:24][CH:23]=[CH:22][C:21]=2/[C:26](=[CH:31]\[O:32][CH3:33])/[C:27]([O:29][CH3:30])=[O:28])[CH:14]=1.C1N2CCN(CC2)C1.C(=O)([O-])[O-].[K+].[K+], predict the reaction product. The product is: [CH3:33][O:32]/[CH:31]=[C:26](/[C:27]([O:29][CH3:30])=[O:28])\[C:21]1[C:20]([O:19][C:15]2[CH:14]=[C:13]([O:1][C:2]3[C:3]([C:4]#[N:5])=[CH:6][CH:7]=[CH:8][CH:9]=3)[N:18]=[CH:17][N:16]=2)=[CH:25][CH:24]=[CH:23][CH:22]=1. (8) Given the reactants [Cl:1][C:2]1[CH:21]=[CH:20][C:5]([C:6]([N:8]([C@@H:10]([CH2:17][CH2:18][CH3:19])[CH2:11][N:12]2[CH2:15][CH:14]([OH:16])[CH2:13]2)[CH3:9])=[O:7])=[CH:4][CH:3]=1.[H-].[Na+].I[CH2:25][CH3:26].C([O-])(O)=O.[Na+], predict the reaction product. The product is: [Cl:1][C:2]1[CH:3]=[CH:4][C:5]([C:6]([N:8]([C@@H:10]([CH2:17][CH2:18][CH3:19])[CH2:11][N:12]2[CH2:15][CH:14]([O:16][CH2:25][CH3:26])[CH2:13]2)[CH3:9])=[O:7])=[CH:20][CH:21]=1.